Dataset: NCI-60 drug combinations with 297,098 pairs across 59 cell lines. Task: Regression. Given two drug SMILES strings and cell line genomic features, predict the synergy score measuring deviation from expected non-interaction effect. (1) Cell line: OVCAR3. Synergy scores: CSS=56.9, Synergy_ZIP=0.620, Synergy_Bliss=0.147, Synergy_Loewe=0.533, Synergy_HSA=4.17. Drug 1: CN(CC1=CN=C2C(=N1)C(=NC(=N2)N)N)C3=CC=C(C=C3)C(=O)NC(CCC(=O)O)C(=O)O. Drug 2: CN1C=C(C=N1)C2=C3N=C(C(=C(N3N=C2)N)Br)C4CCCNC4. (2) Drug 1: CN1CCC(CC1)COC2=C(C=C3C(=C2)N=CN=C3NC4=C(C=C(C=C4)Br)F)OC. Drug 2: CN(CC1=CN=C2C(=N1)C(=NC(=N2)N)N)C3=CC=C(C=C3)C(=O)NC(CCC(=O)O)C(=O)O. Cell line: NCI-H322M. Synergy scores: CSS=35.3, Synergy_ZIP=-0.0691, Synergy_Bliss=0.773, Synergy_Loewe=-2.67, Synergy_HSA=-0.102. (3) Drug 1: C(=O)(N)NO. Drug 2: C1C(C(OC1N2C=NC(=NC2=O)N)CO)O. Cell line: DU-145. Synergy scores: CSS=20.9, Synergy_ZIP=-8.00, Synergy_Bliss=-0.817, Synergy_Loewe=-2.74, Synergy_HSA=4.42.